From a dataset of Full USPTO retrosynthesis dataset with 1.9M reactions from patents (1976-2016). Predict the reactants needed to synthesize the given product. (1) The reactants are: C(O[C:4]([C:6]1[C:7]2[S:15][CH:14]=[C:13]([CH2:16][O:17][C:18]3[CH:23]=[C:22]([C:24](=[O:33])[NH:25][C:26]4[CH:31]=[CH:30][C:29]([Cl:32])=[CH:28][CH:27]=4)[CH:21]=[CH:20][C:19]=3[CH3:34])[C:8]=2[C:9]([NH2:12])=[N:10][CH:11]=1)=[O:5])C.[CH2:35]([CH2:37][NH2:38])[OH:36]. Given the product [OH:36][CH2:35][CH2:37][NH:38][C:4]([C:6]1[C:7]2[S:15][CH:14]=[C:13]([CH2:16][O:17][C:18]3[CH:23]=[C:22]([C:24](=[O:33])[NH:25][C:26]4[CH:27]=[CH:28][C:29]([Cl:32])=[CH:30][CH:31]=4)[CH:21]=[CH:20][C:19]=3[CH3:34])[C:8]=2[C:9]([NH2:12])=[N:10][CH:11]=1)=[O:5], predict the reactants needed to synthesize it. (2) Given the product [Cl:25][C:4]1[C:20]2[CH2:21][N:16]([CH3:15])[CH2:17][CH2:18][C:19]=2[N:1]=[C:2]2[C:10]([CH2:11][CH3:12])=[CH:9][C:8]([C:13]#[N:14])=[CH:7][C:3]=12, predict the reactants needed to synthesize it. The reactants are: [NH2:1][C:2]1[C:10]([CH2:11][CH3:12])=[CH:9][C:8]([C:13]#[N:14])=[CH:7][C:3]=1[C:4](O)=O.[CH3:15][N:16]1[CH2:21][CH2:20][C:19](=O)[CH2:18][CH2:17]1.O=P(Cl)(Cl)[Cl:25].